From a dataset of Catalyst prediction with 721,799 reactions and 888 catalyst types from USPTO. Predict which catalyst facilitates the given reaction. (1) Reactant: [NH2:1][C:2]1[C:3]([C:14]([NH2:16])=[O:15])=[N:4][N:5]([C:7]2[CH:12]=[CH:11][C:10]([Br:13])=[CH:9][CH:8]=2)[CH:6]=1.[O-:17][C:18]#[N:19].[Na+]. Product: [NH2:19][C:18]([NH:1][C:2]1[C:3]([C:14]([NH2:16])=[O:15])=[N:4][N:5]([C:7]2[CH:8]=[CH:9][C:10]([Br:13])=[CH:11][CH:12]=2)[CH:6]=1)=[O:17]. The catalyst class is: 86. (2) Reactant: [Br:1][C:2]1[N:3]=[C:4]([CH3:16])[N:5]([CH2:8][O:9][CH2:10][CH2:11][Si:12]([CH3:15])([CH3:14])[CH3:13])[C:6]=1Br.C([Li])CCC.CCCCCC.CN(C)[CH:30]=[O:31]. Product: [Br:1][C:2]1[N:3]=[C:4]([CH3:16])[N:5]([CH2:8][O:9][CH2:10][CH2:11][Si:12]([CH3:15])([CH3:14])[CH3:13])[C:6]=1[CH:30]=[O:31]. The catalyst class is: 334. (3) Reactant: [CH:1]1([N:4]2[CH2:13][C:12]([CH3:15])([CH3:14])[C:11]3[C:6](=[CH:7][CH:8]=[C:9]([OH:16])[CH:10]=3)[CH2:5]2)[CH2:3][CH2:2]1.C(N(CC)CC)C.[F:24][C:25]([F:45])([F:44])[S:26](N(C1C=CC(Cl)=CN=1)[S:26]([C:25]([F:45])([F:44])[F:24])(=[O:28])=[O:27])(=[O:28])=[O:27].C(OCC)(=O)C. Product: [CH:1]1([N:4]2[CH2:13][C:12]([CH3:14])([CH3:15])[C:11]3[C:6](=[CH:7][CH:8]=[C:9]([O:16][S:26]([C:25]([F:45])([F:44])[F:24])(=[O:28])=[O:27])[CH:10]=3)[CH2:5]2)[CH2:3][CH2:2]1. The catalyst class is: 665. (4) Reactant: [CH3:1][O:2][C:3]1[CH:19]=[C:18]([N+:20]([O-])=O)[CH:17]=[CH:16][C:4]=1[O:5][CH2:6][CH2:7][N:8]1[CH2:13][CH:12]([CH3:14])[CH2:11][CH:10]([CH3:15])[CH2:9]1. Product: [CH3:14][CH:12]1[CH2:11][CH:10]([CH3:15])[CH2:9][N:8]([CH2:7][CH2:6][O:5][C:4]2[CH:16]=[CH:17][C:18]([NH2:20])=[CH:19][C:3]=2[O:2][CH3:1])[CH2:13]1. The catalyst class is: 98. (5) Reactant: [O-:1][N+:2]1[C:7]2[CH:8]=[CH:9][CH:10]=[CH:11][C:6]=2[N+:5]([O-:12])=[C:4]([CH2:13][CH2:14][CH2:15][N:16]([CH3:21])[CH2:17][CH2:18][CH2:19][NH2:20])[N:3]=1.N1([C:27]([C:29]2[C:42]3[C:33](=[N:34][C:35]4[C:40]([N:41]=3)=[CH:39][CH:38]=[CH:37][CH:36]=4)[CH:32]=[CH:31][CH:30]=2)=[O:28])C=CN=C1. Product: [O-:1][N+:2]1[C:7]2[CH:8]=[CH:9][CH:10]=[CH:11][C:6]=2[N+:5]([O-:12])=[C:4]([CH2:13][CH2:14][CH2:15][N:16]([CH3:21])[CH2:17][CH2:18][CH2:19][NH:20][C:27]([C:29]2[C:42]3[C:33](=[N:34][C:35]4[C:40]([N:41]=3)=[CH:39][CH:38]=[CH:37][CH:36]=4)[CH:32]=[CH:31][CH:30]=2)=[O:28])[N:3]=1. The catalyst class is: 1. (6) Reactant: P(Cl)(Cl)(Cl)=O.[CH3:6][C:7]1[CH:15]=[CH:14][C:10]([C:11]([OH:13])=O)=[CH:9][C:8]=1[N:16]1[C:25](=[O:26])[C:24]2[C:19](=[CH:20][CH:21]=[C:22]([N:27]3[CH2:32][CH2:31][N:30]([CH3:33])[CH2:29][CH2:28]3)[CH:23]=2)[N:18]=[CH:17]1.[CH:34]1([NH2:38])[CH2:37][CH2:36][CH2:35]1. Product: [CH:34]1([NH:38][C:11](=[O:13])[C:10]2[CH:14]=[CH:15][C:7]([CH3:6])=[C:8]([N:16]3[C:25](=[O:26])[C:24]4[C:19](=[CH:20][CH:21]=[C:22]([N:27]5[CH2:32][CH2:31][N:30]([CH3:33])[CH2:29][CH2:28]5)[CH:23]=4)[N:18]=[CH:17]3)[CH:9]=2)[CH2:37][CH2:36][CH2:35]1. The catalyst class is: 17. (7) Reactant: [CH:1]([CH:3]1[CH:8]([C:9]([O:11][CH2:12][CH3:13])=[O:10])[CH:7]=[C:6]([CH3:14])[CH2:5][CH2:4]1)=[O:2].[BH4-].[Na+].O. Product: [OH:2][CH2:1][CH:3]1[CH:8]([C:9]([O:11][CH2:12][CH3:13])=[O:10])[CH:7]=[C:6]([CH3:14])[CH2:5][CH2:4]1. The catalyst class is: 5. (8) Reactant: [Na].[C:2]([C:5]1[CH:6]=[N:7][CH:8]=[CH:9][CH:10]=1)(=O)[CH3:3].[C:11](OCC)(=O)[C:12]([O:14][CH2:15][CH3:16])=[O:13].Cl.[NH2:22][NH2:23].[OH-].[Na+]. Product: [N:7]1[CH:8]=[CH:9][CH:10]=[C:5]([C:2]2[CH:3]=[C:11]([C:12]([O:14][CH2:15][CH3:16])=[O:13])[NH:23][N:22]=2)[CH:6]=1. The catalyst class is: 40. (9) Reactant: [CH3:1][C:2]1[C:6]([CH2:7][C:8]2[CH:17]=[CH:16][C:11]([C:12]([O:14][CH3:15])=[O:13])=[CH:10][CH:9]=2)=[C:5]([CH3:18])[NH:4][N:3]=1.[Br:19][C:20]1[CH:25]=[CH:24][C:23](F)=[CH:22][C:21]=1[Cl:27].C(=O)([O-])[O-].[K+].[K+].[Cl-].[NH4+]. Product: [Br:19][C:20]1[CH:25]=[CH:24][C:23]([N:4]2[C:5]([CH3:18])=[C:6]([CH2:7][C:8]3[CH:17]=[CH:16][C:11]([C:12]([O:14][CH3:15])=[O:13])=[CH:10][CH:9]=3)[C:2]([CH3:1])=[N:3]2)=[CH:22][C:21]=1[Cl:27].[Br:19][C:20]1[CH:25]=[CH:24][C:23]([N:3]2[C:2]([CH3:1])=[C:6]([CH2:7][C:8]3[CH:17]=[CH:16][C:11]([C:12]([OH:14])=[O:13])=[CH:10][CH:9]=3)[C:5]([CH3:18])=[N:4]2)=[CH:22][C:21]=1[Cl:27]. The catalyst class is: 16.